Dataset: Peptide-MHC class II binding affinity with 134,281 pairs from IEDB. Task: Regression. Given a peptide amino acid sequence and an MHC pseudo amino acid sequence, predict their binding affinity value. This is MHC class II binding data. (1) The peptide sequence is QYIKANAKFIGITE. The MHC is DRB4_0101 with pseudo-sequence DRB4_0103. The binding affinity (normalized) is 0.201. (2) The peptide sequence is RAYRNALSMMPEAMT. The MHC is DRB1_0701 with pseudo-sequence DRB1_0701. The binding affinity (normalized) is 0.703. (3) The peptide sequence is CLHYTVDKSKPKVYQWFD. The MHC is DRB1_1501 with pseudo-sequence DRB1_1501. The binding affinity (normalized) is 0.596. (4) The peptide sequence is DKGIPFMKMNISVIMK. The MHC is HLA-DQA10103-DQB10603 with pseudo-sequence HLA-DQA10103-DQB10603. The binding affinity (normalized) is 0.223. (5) The peptide sequence is KYQEFFWDANDIYRI. The MHC is HLA-DQA10102-DQB10602 with pseudo-sequence HLA-DQA10102-DQB10602. The binding affinity (normalized) is 0.0388. (6) The peptide sequence is PFTVRYTTEGGTKTE. The MHC is HLA-DQA10104-DQB10503 with pseudo-sequence HLA-DQA10104-DQB10503. The binding affinity (normalized) is 0. (7) The peptide sequence is GALLLWMGINARDRS. The MHC is DRB5_0101 with pseudo-sequence DRB5_0101. The binding affinity (normalized) is 0.871. (8) The peptide sequence is QSGFIAAAVLLSVLG. The MHC is HLA-DPA10103-DPB10401 with pseudo-sequence HLA-DPA10103-DPB10401. The binding affinity (normalized) is 0.498.